Dataset: Full USPTO retrosynthesis dataset with 1.9M reactions from patents (1976-2016). Task: Predict the reactants needed to synthesize the given product. (1) Given the product [Cl:19][C:20]1[CH:21]=[CH:22][C:23]2[O:27][C:26](/[C:28](/[C:35]3[CH:40]=[CH:39][CH:38]=[CH:37][CH:36]=3)=[CH:29]/[C:30]([O:32][CH2:33][CH3:34])=[O:31])=[CH:25][C:24]=2[CH:41]=1, predict the reactants needed to synthesize it. The reactants are: C(C1OC2C=CC(Cl)=CC=2C=1)(=O)C1C=CC=CC=1.[Cl:19][C:20]1[CH:21]=[CH:22][C:23]2[O:27][C:26](/[C:28](/[C:35]3[CH:40]=[CH:39][CH:38]=[CH:37][CH:36]=3)=[CH:29]\[C:30]([O:32][CH2:33][CH3:34])=[O:31])=[CH:25][C:24]=2[CH:41]=1. (2) Given the product [F:1][C:2]1[CH:3]=[C:4]2[C:9](=[CH:10][CH:11]=1)[N:8]=[C:7]([NH:12][C:13]([N:30]1[CH2:31][CH2:32][N:27]([C:22]3[CH:23]=[CH:24][CH:25]=[CH:26][C:21]=3[CH3:20])[CH2:28][CH2:29]1)=[O:17])[C:6]([O:18][CH3:19])=[N:5]2, predict the reactants needed to synthesize it. The reactants are: [F:1][C:2]1[CH:3]=[C:4]2[C:9](=[CH:10][CH:11]=1)[N:8]=[C:7]([NH:12][C:13](=[O:17])OCC)[C:6]([O:18][CH3:19])=[N:5]2.[CH3:20][C:21]1[CH:26]=[CH:25][CH:24]=[CH:23][C:22]=1[N:27]1[CH2:32][CH2:31][NH:30][CH2:29][CH2:28]1. (3) Given the product [CH2:22]([O:14][C:11]1[CH:10]=[CH:9][C:8]([CH:7]2[CH2:6][CH2:5][N:4]([C:15]([O:17][C:18]([CH3:21])([CH3:20])[CH3:19])=[O:16])[CH2:3][CH:2]2[OH:1])=[CH:13][CH:12]=1)[C:23]1[CH:28]=[CH:27][CH:26]=[CH:25][CH:24]=1, predict the reactants needed to synthesize it. The reactants are: [OH:1][CH:2]1[CH:7]([C:8]2[CH:13]=[CH:12][C:11]([OH:14])=[CH:10][CH:9]=2)[CH2:6][CH2:5][N:4]([C:15]([O:17][C:18]([CH3:21])([CH3:20])[CH3:19])=[O:16])[CH2:3]1.[CH2:22](Cl)[C:23]1[CH:28]=[CH:27][CH:26]=[CH:25][CH:24]=1. (4) Given the product [CH2:2]1[C:3]2([CH2:8][N:7]([C:9]3[N:10]=[C:11]([C:19]4[C:20](=[O:21])[NH:22][C:25](=[O:24])[C:26]=4[C:28]4[C:36]5[C:31](=[C:32]([CH3:37])[CH:33]=[CH:34][CH:35]=5)[NH:30][CH:29]=4)[C:12]4[C:17]([CH:18]=3)=[CH:16][CH:15]=[CH:14][CH:13]=4)[CH2:6][CH2:5][NH:4]2)[CH2:1]1, predict the reactants needed to synthesize it. The reactants are: [CH2:1]1[C:3]2([CH2:8][N:7]([C:9]3[N:10]=[C:11]([CH2:19][C:20]([NH2:22])=[O:21])[C:12]4[C:17]([CH:18]=3)=[CH:16][CH:15]=[CH:14][CH:13]=4)[CH2:6][CH2:5][NH:4]2)[CH2:2]1.C[O:24][C:25](=O)[C:26]([C:28]1[C:36]2[C:31](=[C:32]([CH3:37])[CH:33]=[CH:34][CH:35]=2)[NH:30][CH:29]=1)=O.C1COCC1. (5) Given the product [CH3:13][C:14]([CH3:18])([CH3:17])[CH2:15][NH:7][C:6]1[CH:8]=[CH:9][C:3]([O:2][CH3:1])=[CH:4][C:5]=1[N+:10]([O-:12])=[O:11], predict the reactants needed to synthesize it. The reactants are: [CH3:1][O:2][C:3]1[CH:9]=[CH:8][C:6]([NH2:7])=[C:5]([N+:10]([O-:12])=[O:11])[CH:4]=1.[CH3:13][C:14]([CH3:18])([CH3:17])[CH:15]=O.C(O)(=O)C.C(O[BH-](OC(=O)C)OC(=O)C)(=O)C.[Na+].C([O-])(O)=O.[Na+]. (6) Given the product [N:8]1[C:9]2[C:14](=[CH:13][CH:12]=[C:11]3[CH:17]=[CH:18][CH:19]=[CH:20][C:10]3=2)[CH:15]=[CH:16][C:7]=1[C:27]([C:26]1[CH:7]=[CH:16][C:15]2[C:21](=[C:1]3[CH:11]=[CH:10][CH:9]=[CH:14][C:2]3=[CH:3][CH:4]=2)[N:22]=1)=[O:30], predict the reactants needed to synthesize it. The reactants are: [CH2:1]([Li])[CH2:2][CH2:3][CH3:4].Br[C:7]1[CH:16]=[CH:15][C:14]2[C:9](=[C:10]3[CH:20]=[CH:19][CH:18]=[CH:17][C:11]3=[CH:12][CH:13]=2)[N:8]=1.[CH3:21][N:22]([CH3:26])C(Cl)=O.[C:27]([OH:30])(=O)C. (7) Given the product [CH:17]([N:13]1[C:9]2[N:10]=[C:11]([OH:12])[CH:6]=[C:7]([OH:20])[C:8]=2[C:15]([CH3:16])=[N:14]1)([CH3:19])[CH3:18], predict the reactants needed to synthesize it. The reactants are: C(OC([C:6]1[C:11](=[O:12])[NH:10][C:9]2[N:13]([CH:17]([CH3:19])[CH3:18])[N:14]=[C:15]([CH3:16])[C:8]=2[C:7]=1[OH:20])=O)C.Cl. (8) Given the product [NH:38]1[C:34]([C:29]2[CH:30]=[CH:31][CH:32]=[CH:33][C:28]=2[C:24]2[CH:23]=[C:22]3[C:27](=[CH:26][CH:25]=2)[C@@H:19]([N:18]2[C:6]4=[N:7][C:8]([C:12](=[O:17])[CH2:13][CH:14]([CH3:15])[CH3:16])=[CH:9][C:10]([CH3:11])=[C:5]4[N:4]=[C:3]2[CH2:1][CH3:2])[CH2:20][CH2:21]3)=[N:35][N:36]=[N:37]1, predict the reactants needed to synthesize it. The reactants are: [CH2:1]([C:3]1[N:18]([C@@H:19]2[C:27]3[C:22](=[CH:23][C:24]([C:28]4[CH:33]=[CH:32][CH:31]=[CH:30][C:29]=4[C:34]4[N:38](C(C5C=CC=CC=5)(C5C=CC=CC=5)C5C=CC=CC=5)[N:37]=[N:36][N:35]=4)=[CH:25][CH:26]=3)[CH2:21][CH2:20]2)[C:6]2=[N:7][C:8]([C:12](=[O:17])[CH2:13][CH:14]([CH3:16])[CH3:15])=[CH:9][C:10]([CH3:11])=[C:5]2[N:4]=1)[CH3:2]. (9) Given the product [CH2:16]1[C:17]2[C:22](=[CH:21][CH:20]=[CH:19][CH:18]=2)[CH2:23][CH2:24][N:15]1[C:13](=[O:14])[CH2:12][CH:7]([CH2:8][CH:9]([CH3:10])[CH3:11])[C:6]([OH:25])=[O:5], predict the reactants needed to synthesize it. The reactants are: O.[OH-].[Li+].C[O:5][C:6](=[O:25])[CH:7]([CH2:12][C:13]([N:15]1[CH2:24][CH2:23][C:22]2[C:17](=[CH:18][CH:19]=[CH:20][CH:21]=2)[CH2:16]1)=[O:14])[CH2:8][CH:9]([CH3:11])[CH3:10].[Cl-].[Na+].